Dataset: Peptide-MHC class II binding affinity with 134,281 pairs from IEDB. Task: Regression. Given a peptide amino acid sequence and an MHC pseudo amino acid sequence, predict their binding affinity value. This is MHC class II binding data. (1) The peptide sequence is YDKFLANQSTVLTGK. The MHC is DRB1_1302 with pseudo-sequence DRB1_1302. The binding affinity (normalized) is 0.850. (2) The peptide sequence is YVVKSFDRSTKVIDFHYPNE. The MHC is HLA-DQA10301-DQB10302 with pseudo-sequence HLA-DQA10301-DQB10302. The binding affinity (normalized) is 0.233. (3) The MHC is HLA-DQA10104-DQB10503 with pseudo-sequence HLA-DQA10104-DQB10503. The peptide sequence is AAAGAEAGKATTEEQ. The binding affinity (normalized) is 0.539. (4) The peptide sequence is MKNLVWNDELAYVAQ. The binding affinity (normalized) is 0.591. The MHC is DRB1_1302 with pseudo-sequence DRB1_1302. (5) The peptide sequence is TWQGGSGMASHIIYE. The MHC is DRB1_0901 with pseudo-sequence DRB1_0901. The binding affinity (normalized) is 0.285.